Dataset: Full USPTO retrosynthesis dataset with 1.9M reactions from patents (1976-2016). Task: Predict the reactants needed to synthesize the given product. (1) Given the product [Br:20][CH2:19][CH2:18][C:15]1[CH:16]=[CH:17][C:12]([O:11][CH2:10][CH2:9][OH:8])=[CH:13][CH:14]=1, predict the reactants needed to synthesize it. The reactants are: C([O:8][CH2:9][CH2:10][O:11][C:12]1[CH:17]=[CH:16][C:15]([CH2:18][CH2:19][Br:20])=[CH:14][CH:13]=1)C1C=CC=CC=1. (2) Given the product [N:69]([C@H:5]([CH3:6])[C@H:4]([NH:8][C:9]([C:16]1[CH:17]=[CH:18][CH:19]=[CH:20][CH:21]=1)([C:22]1[CH:23]=[CH:24][CH:25]=[CH:26][CH:27]=1)[C:10]1[CH:11]=[CH:12][CH:13]=[CH:14][CH:15]=1)[C:3]([O:2][CH3:1])=[O:28])=[N+:70]=[N-:71], predict the reactants needed to synthesize it. The reactants are: [CH3:1][O:2][C:3](=[O:28])[C@@H:4]([NH:8][C:9]([C:22]1[CH:27]=[CH:26][CH:25]=[CH:24][CH:23]=1)([C:16]1[CH:21]=[CH:20][CH:19]=[CH:18][CH:17]=1)[C:10]1[CH:15]=[CH:14][CH:13]=[CH:12][CH:11]=1)[C@@H:5](O)[CH3:6].C1C=CC(P(C2C=CC=CC=2)C2C=CC=CC=2)=CC=1.N(C(OCC)=O)=NC(OCC)=O.C1C=CC(OP(OC2C=CC=CC=2)([N:69]=[N+:70]=[N-:71])=O)=CC=1. (3) Given the product [CH2:34]([N:39]([CH2:38][CH3:47])[C:6]1[CH:5]=[C:4]([C:17]2[CH:18]=[CH:19][C:20]3[N:21]([C:23]([C:26]4[CH:27]=[CH:28][C:29]([C:30]#[N:31])=[CH:32][CH:33]=4)=[CH:24][N:25]=3)[CH:22]=2)[CH:3]=[CH:2][C:7]=1[C:8]([N:10]1[CH2:11][CH2:12][N:13]([CH3:16])[CH2:14][CH2:15]1)=[O:9])[CH3:35], predict the reactants needed to synthesize it. The reactants are: N[C:2]1[CH:3]=[C:4]([C:17]2[CH:18]=[CH:19][C:20]3[N:21]([C:23]([C:26]4[CH:33]=[CH:32][C:29]([C:30]#[N:31])=[CH:28][CH:27]=4)=[CH:24][N:25]=3)[CH:22]=2)[CH:5]=[CH:6][C:7]=1[C:8]([N:10]1[CH2:15][CH2:14][N:13]([CH3:16])[CH2:12][CH2:11]1)=[O:9].[CH:34](=O)[CH3:35].[BH3-][C:38]#[N:39].[Na+].OS([O-])(=O)=O.[Na+].[CH3:47]O. (4) Given the product [C:1]([O:5][C:6]([N:8]1[CH2:17][CH2:16][C:15]2[C:10](=[CH:11][CH:12]=[C:13]([O:18][CH2:22][CH2:23][CH2:24][N:25]3[CH2:30][CH2:29][CH2:28][CH2:27][CH2:26]3)[CH:14]=2)[CH2:9]1)=[O:7])([CH3:4])([CH3:2])[CH3:3], predict the reactants needed to synthesize it. The reactants are: [C:1]([O:5][C:6]([N:8]1[CH2:17][CH2:16][C:15]2[C:10](=[CH:11][CH:12]=[C:13]([OH:18])[CH:14]=2)[CH2:9]1)=[O:7])([CH3:4])([CH3:3])[CH3:2].[H-].[Na+].Cl[CH2:22][CH2:23][CH2:24][N:25]1[CH2:30][CH2:29][CH2:28][CH2:27][CH2:26]1. (5) The reactants are: [C:1]([O:5][C:6](=[O:26])[CH2:7][C@H:8]([NH:15][S:16]([C:19]1[CH:24]=[CH:23][CH:22]=[CH:21][C:20]=1[OH:25])(=[O:18])=[O:17])[C:9]([N:11]([O:13][CH3:14])[CH3:12])=[O:10])([CH3:4])([CH3:3])[CH3:2].[CH:27]1[C:36]2[C:31](=[CH:32][CH:33]=[CH:34][CH:35]=2)[C:30]([CH2:37][CH2:38][OH:39])=[CH:29][N:28]=1.[C:40]1([P:46]([C:53]2[CH:58]=[CH:57][CH:56]=[CH:55][CH:54]=2)[C:47]2[CH:52]=[CH:51][CH:50]=[CH:49][CH:48]=2)[CH:45]=[CH:44][CH:43]=[CH:42][CH:41]=1.N(C(OCC)=O)=NC(OCC)=O. Given the product [C:1]([O:5][C:6](=[O:26])[CH2:7][C@H:8]([NH:15][S:16]([C:19]1[CH:24]=[CH:23][CH:22]=[CH:21][C:20]=1[O:25][CH2:38][CH2:37][C:30]1[C:31]2[C:36](=[CH:35][CH:34]=[CH:33][CH:32]=2)[CH:27]=[N:28][CH:29]=1)(=[O:18])=[O:17])[C:9]([N:11]([O:13][CH3:14])[CH3:12])=[O:10])([CH3:4])([CH3:2])[CH3:3].[C:53]1([P:46](=[O:39])([C:40]2[CH:41]=[CH:42][CH:43]=[CH:44][CH:45]=2)[C:47]2[CH:52]=[CH:51][CH:50]=[CH:49][CH:48]=2)[CH:54]=[CH:55][CH:56]=[CH:57][CH:58]=1, predict the reactants needed to synthesize it. (6) Given the product [C:1]([C:5]1[O:9][N:8]=[C:7]([C:10]2[N:32]=[C:13]([C:14]([S:17]([C:20]3[CH:25]=[CH:24][C:23]([Cl:26])=[CH:22][CH:21]=3)(=[O:19])=[O:18])([CH3:16])[CH3:15])[O:12][CH:11]=2)[CH:6]=1)([CH3:4])([CH3:3])[CH3:2], predict the reactants needed to synthesize it. The reactants are: [C:1]([C:5]1[O:9][N:8]=[C:7]([C:10](=O)[CH2:11][O:12][C:13](=O)[C:14]([S:17]([C:20]2[CH:25]=[CH:24][C:23]([Cl:26])=[CH:22][CH:21]=2)(=[O:19])=[O:18])([CH3:16])[CH3:15])[CH:6]=1)([CH3:4])([CH3:3])[CH3:2].C([NH2:32])(=O)C.B(F)(F)F.CCOCC. (7) Given the product [Br-:13].[C:14]([CH:10]([C:4]1[O:3][CH:7]=[CH:6][CH:5]=1)[NH3+:11])#[N:2], predict the reactants needed to synthesize it. The reactants are: [Cl-].[NH4+:2].[O:3]1[CH:7]=[CH:6][CH:5]=[C:4]1C=O.[C-:10]#[N:11].[Na+].[BrH:13].[CH3:14]C(OC)(C)C.